This data is from Forward reaction prediction with 1.9M reactions from USPTO patents (1976-2016). The task is: Predict the product of the given reaction. Given the reactants OS(O)(=O)=O.[S:6]1[CH:10]=[CH:9][C:8]([C:11](O)([CH2:20][CH2:21][CH2:22][CH2:23][CH2:24][CH2:25][CH2:26][CH3:27])[CH2:12][CH2:13][CH2:14][CH2:15][CH2:16][CH2:17][CH2:18][CH3:19])=[C:7]1[C:29]1[S:30][CH:31]=[CH:32][CH:33]=1.C(Cl)Cl.O, predict the reaction product. The product is: [CH2:12]([C:11]1([CH2:20][CH2:21][CH2:22][CH2:23][CH2:24][CH2:25][CH2:26][CH3:27])[C:33]2[CH:32]=[CH:31][S:30][C:29]=2[C:7]2[S:6][CH:10]=[CH:9][C:8]1=2)[CH2:13][CH2:14][CH2:15][CH2:16][CH2:17][CH2:18][CH3:19].